From a dataset of TCR-epitope binding with 47,182 pairs between 192 epitopes and 23,139 TCRs. Binary Classification. Given a T-cell receptor sequence (or CDR3 region) and an epitope sequence, predict whether binding occurs between them. (1) The epitope is YLNTLTLAV. The TCR CDR3 sequence is CAWDVKDRRIGNEQFF. Result: 0 (the TCR does not bind to the epitope). (2) The epitope is FVDGVPFVV. The TCR CDR3 sequence is CASSSPGSGYEQYF. Result: 1 (the TCR binds to the epitope). (3) The epitope is YLQPRTFLL. The TCR CDR3 sequence is CSARDYRQTNTGELFF. Result: 1 (the TCR binds to the epitope). (4) The epitope is TTLPVNVAF. The TCR CDR3 sequence is CASRWGLAGVYGNEQFF. Result: 0 (the TCR does not bind to the epitope). (5) The epitope is MPASWVMRI. The TCR CDR3 sequence is CASSQGLAGSDTQYF. Result: 1 (the TCR binds to the epitope). (6) The epitope is FLNGSCGSV. The TCR CDR3 sequence is CASSQDAGGYGYTF. Result: 1 (the TCR binds to the epitope).